From a dataset of Full USPTO retrosynthesis dataset with 1.9M reactions from patents (1976-2016). Predict the reactants needed to synthesize the given product. (1) Given the product [F:12][C:13]([F:26])([F:25])[S:14]([O:11][C:8]1[CH:7]=[CH:6][C:3]([CH:4]=[O:5])=[C:2]([Cl:1])[C:9]=1[Cl:10])(=[O:16])=[O:15], predict the reactants needed to synthesize it. The reactants are: [Cl:1][C:2]1[C:9]([Cl:10])=[C:8]([OH:11])[CH:7]=[CH:6][C:3]=1[CH:4]=[O:5].[F:12][C:13]([F:26])([F:25])[S:14](O[S:14]([C:13]([F:26])([F:25])[F:12])(=[O:16])=[O:15])(=[O:16])=[O:15].Cl.C(OCC)C. (2) Given the product [F:33][C:30]1[CH:31]=[CH:32][C:27]([N:23]([CH2:22][C:19]2[CH:20]=[CH:21][C:16]([C:13]3[CH:14]=[CH:15][C:10]([CH2:9][N:7]4[CH2:6][CH:5]([C:3]([OH:4])=[O:2])[CH2:8]4)=[CH:11][CH:12]=3)=[CH:17][CH:18]=2)[CH:24]([CH3:25])[CH3:26])=[CH:28][CH:29]=1, predict the reactants needed to synthesize it. The reactants are: C[O:2][C:3]([CH:5]1[CH2:8][N:7]([CH2:9][C:10]2[CH:15]=[CH:14][C:13]([C:16]3[CH:21]=[CH:20][C:19]([CH2:22][N:23]([C:27]4[CH:32]=[CH:31][C:30]([F:33])=[CH:29][CH:28]=4)[CH:24]([CH3:26])[CH3:25])=[CH:18][CH:17]=3)=[CH:12][CH:11]=2)[CH2:6]1)=[O:4].COC(C1CN(CC2C=CC(OCC3C4C=C(Cl)C=CC=4OC=3)=CC=2)C1)=O. (3) Given the product [Si:1]([O:18][CH2:19][C@H:20]1[O:21][C:22](=[O:25])[CH2:23][CH2:24]1)([C:14]([CH3:17])([CH3:15])[CH3:16])([C:8]1[CH:13]=[CH:12][CH:11]=[CH:10][CH:9]=1)[C:2]1[CH:7]=[CH:6][CH:5]=[CH:4][CH:3]=1, predict the reactants needed to synthesize it. The reactants are: [Si:1]([O:18][CH2:19][C@@H:20]1[CH:24]=[CH:23][C:22](=[O:25])[O:21]1)([C:14]([CH3:17])([CH3:16])[CH3:15])([C:8]1[CH:13]=[CH:12][CH:11]=[CH:10][CH:9]=1)[C:2]1[CH:7]=[CH:6][CH:5]=[CH:4][CH:3]=1.